From a dataset of Forward reaction prediction with 1.9M reactions from USPTO patents (1976-2016). Predict the product of the given reaction. Given the reactants [H-].[H-].[H-].[H-].[Li+].[Al+3].[CH2:7]([N:14]1[C:22](=O)[CH:21]2[CH:16]([CH2:17][NH:18][CH2:19][CH2:20]2)[C:15]1=O)[C:8]1[CH:13]=[CH:12][CH:11]=[CH:10][CH:9]=1, predict the reaction product. The product is: [CH2:7]([N:14]1[CH2:22][CH:21]2[CH:16]([CH2:17][NH:18][CH2:19][CH2:20]2)[CH2:15]1)[C:8]1[CH:13]=[CH:12][CH:11]=[CH:10][CH:9]=1.